Dataset: Full USPTO retrosynthesis dataset with 1.9M reactions from patents (1976-2016). Task: Predict the reactants needed to synthesize the given product. (1) Given the product [F:18][C:12]1[CH:13]=[C:14]([I:17])[CH:15]=[CH:16][C:11]=1[NH:10][C:9]1[C:5]([C:3]([O:2][CH3:1])=[O:4])=[CH:6][S:7][CH:8]=1, predict the reactants needed to synthesize it. The reactants are: [CH3:1][O:2][C:3]([CH:5]1[C:9]([NH:10][C:11]2[CH:16]=[CH:15][C:14]([I:17])=[CH:13][C:12]=2[F:18])=[CH:8][S:7][CH2:6]1)=[O:4].C1(Cl)C(=O)C(Cl)=C(Cl)C(=O)C=1Cl. (2) Given the product [CH3:1][N:2]([C:8]1[N:13]=[CH:12][N:11]=[C:10]([C:14]2[NH:16][O:17][C:18](=[O:19])[N:15]=2)[CH:9]=1)[CH2:3][C:4]([F:5])([F:7])[F:6], predict the reactants needed to synthesize it. The reactants are: [CH3:1][N:2]([C:8]1[N:13]=[CH:12][N:11]=[C:10]([C:14](=[N:16][OH:17])[NH2:15])[CH:9]=1)[CH2:3][C:4]([F:7])([F:6])[F:5].[C:18](N1C=CN=C1)(N1C=CN=C1)=[O:19].N12CCCN=C1CCCCC2.Cl.